The task is: Predict the product of the given reaction.. This data is from Forward reaction prediction with 1.9M reactions from USPTO patents (1976-2016). (1) Given the reactants [CH3:1][N:2]1[CH2:7][CH2:6][N:5]([C:8]2[CH:13]=[CH:12][C:11]([N+:14]([O-])=O)=[CH:10][C:9]=2[NH:17][C:18](=[O:21])[CH:19]=[CH2:20])[CH2:4][CH2:3]1.[NH4+].[Cl-], predict the reaction product. The product is: [NH2:14][C:11]1[CH:12]=[CH:13][C:8]([N:5]2[CH2:6][CH2:7][N:2]([CH3:1])[CH2:3][CH2:4]2)=[C:9]([NH:17][C:18](=[O:21])[CH:19]=[CH2:20])[CH:10]=1. (2) The product is: [Cl:1][C:2]1[N:3]=[C:4]([CH:7]2[C:15]3[N:11]([C:12]([C:24]4[CH:29]=[CH:28][CH:27]=[C:26]([F:30])[CH:25]=4)=[C:13]4[C:19](=[O:20])[N:18]([CH3:21])[C:17](=[O:22])[N:16]([CH3:23])[C:14]4=3)[CH2:10][CH:9]([CH2:31][OH:32])[CH2:8]2)[S:5][CH:6]=1. Given the reactants [Cl:1][C:2]1[N:3]=[C:4]([C:7]2[C:15]3[N:11]([C:12]([C:24]4[CH:29]=[CH:28][CH:27]=[C:26]([F:30])[CH:25]=4)=[C:13]4[C:19](=[O:20])[N:18]([CH3:21])[C:17](=[O:22])[N:16]([CH3:23])[C:14]4=3)[CH2:10][CH:9]([CH2:31][OH:32])[CH:8]=2)[S:5][CH:6]=1, predict the reaction product. (3) Given the reactants [NH2:1][C:2]1[N:7]=[C:6]([C:8]2[N:12]3[CH:13]=[CH:14][CH:15]=[CH:16][C:11]3=[N:10][CH:9]=2)[CH:5]=[CH:4][N:3]=1.Br[C:18]1[CH:23]=[CH:22][C:21]([C:24]([CH2:26][C:27]2[CH:32]=[CH:31][CH:30]=[CH:29][CH:28]=2)=[O:25])=[CH:20][CH:19]=1, predict the reaction product. The product is: [C:4](#[N:3])[CH3:5].[O:25]=[C:24]([C:21]1[CH:22]=[CH:23][C:18]([NH:1][C:2]2[N:7]=[C:6]([C:8]3[N:12]4[CH:13]=[CH:14][CH:15]=[CH:16][C:11]4=[N:10][CH:9]=3)[CH:5]=[CH:4][N:3]=2)=[CH:19][CH:20]=1)[CH2:26][C:27]1[CH:32]=[CH:31][CH:30]=[CH:29][CH:28]=1. (4) Given the reactants [C:1]([C:4]1[CH:9]=[CH:8][C:7]([N:10]2[CH2:14][CH2:13][C@H:12]([NH:15][C@@H:16]([C:18]3C4C(=CC=CC=4)C=CC=3)C)[CH2:11]2)=[CH:6][CH:5]=1)(=O)[CH3:2].ClC1N=C[N:32]=[C:31]([N:35]2CC[C@H]([C@@](N)(C3C4C(=CC=CC=4)C=CC=3)C)C2)C=1.[C:53]1(B(O)O)[CH:58]=[CH:57][CH:56]=[CH:55][CH:54]=1.C(=O)([O-])[O-].[K+].[K+].[C:68](=O)(O)[O-].[Na+].[C:73]1(C)C=C[CH:76]=[CH:75][CH:74]=1, predict the reaction product. The product is: [C:53]1([C@H:16]([NH:15][C@H:12]2[CH2:13][CH2:14][N:10]([C:7]3[CH:8]=[C:9]([C:4]4[CH:1]=[CH:2][CH:68]=[CH:6][CH:5]=4)[N:35]=[CH:31][N:32]=3)[CH2:11]2)[CH3:18])[C:58]2[C:57](=[CH:73][CH:74]=[CH:75][CH:76]=2)[CH:56]=[CH:55][CH:54]=1. (5) Given the reactants [CH3:1][O:2][C:3]1[C:8]2[CH2:9][CH2:10][CH2:11][CH:12]([N:14]3[CH2:19][CH2:18][O:17][CH2:16][CH2:15]3)[CH2:13][C:7]=2[CH:6]=[CH:5][C:4]=1[NH2:20].Cl[C:22]1[N:27]=[C:26]([NH:28][C:29]2[CH:38]=[CH:37][CH:36]=[CH:35][C:30]=2[C:31](NC)=[O:32])[C:25]([Cl:39])=[CH:24][N:23]=1, predict the reaction product. The product is: [CH:3]([O:2][C:31](=[O:32])[C:30]1[CH:35]=[CH:36][CH:37]=[CH:38][C:29]=1[NH:28][C:26]1[C:25]([Cl:39])=[CH:24][N:23]=[C:22]([NH:20][C:4]2[CH:5]=[CH:6][C:7]3[CH2:13][CH:12]([N:14]4[CH2:19][CH2:18][O:17][CH2:16][CH2:15]4)[CH2:11][CH2:10][CH2:9][C:8]=3[C:3]=2[O:2][CH3:1])[N:27]=1)([CH3:8])[CH3:4]. (6) Given the reactants [C:1]1([C:7]2[S:11][C:10]([NH:12][NH:13][C:14](=O)[CH2:15][C:16]3[CH:17]=[C:18]4[C:23](=[CH:24][CH:25]=3)[N:22]=[CH:21][CH:20]=[CH:19]4)=[N:9][CH:8]=2)[CH:6]=[CH:5][CH:4]=[CH:3][CH:2]=1, predict the reaction product. The product is: [C:1]1([C:7]2[S:11][C:10]3=[N:12][N:13]=[C:14]([CH2:15][C:16]4[CH:17]=[C:18]5[C:23](=[CH:24][CH:25]=4)[N:22]=[CH:21][CH:20]=[CH:19]5)[N:9]3[CH:8]=2)[CH:6]=[CH:5][CH:4]=[CH:3][CH:2]=1.